From a dataset of Full USPTO retrosynthesis dataset with 1.9M reactions from patents (1976-2016). Predict the reactants needed to synthesize the given product. Given the product [CH3:87][S:88]([OH:91])(=[O:90])=[O:89].[Cl:1][C:2]1[CH:3]=[C:4]([NH:19][C:20]2[C:21]3[N:28]([CH2:29][CH2:30][NH:31][C:32](=[O:36])[CH2:33][CH2:34][OH:35])[CH:27]=[CH:26][C:22]=3[N:23]=[CH:24][N:25]=2)[CH:5]=[CH:6][C:7]=1[O:8][C:9]1[CH:14]=[CH:13][CH:12]=[C:11]([C:15]([F:18])([F:17])[F:16])[CH:10]=1, predict the reactants needed to synthesize it. The reactants are: [Cl:1][C:2]1[CH:3]=[C:4]([NH:19][C:20]2[C:21]3[N:28]([CH2:29][CH2:30][NH:31][C:32](=[O:36])[CH2:33][CH2:34][OH:35])[CH:27]=[CH:26][C:22]=3[N:23]=[CH:24][N:25]=2)[CH:5]=[CH:6][C:7]=1[O:8][C:9]1[CH:14]=[CH:13][CH:12]=[C:11]([C:15]([F:18])([F:17])[F:16])[CH:10]=1.Cl.Cl.NCCN1C2C(NC3C=CC(OC4C=CC=C(C(F)(F)F)C=4)=C(Cl)C=3)=NC=NC=2C=C1.OCCC(O)=O.O.ON1C2C=CC=CC=2N=N1.[CH3:87][S:88]([OH:91])(=[O:90])=[O:89].